This data is from Forward reaction prediction with 1.9M reactions from USPTO patents (1976-2016). The task is: Predict the product of the given reaction. Given the reactants [NH2:1][C:2]([C:4]1[CH:5]=[C:6](Br)[CH:7]=[C:8]2[C:12]=1[NH:11][N:10]=[C:9]2[CH:13]1[CH2:18][CH2:17][N:16]([C:19]([O:21][C:22]([CH3:25])([CH3:24])[CH3:23])=[O:20])[CH2:15][CH2:14]1)=[O:3].[S:27]1[CH:31]=[CH:30][C:29](B(O)O)=[CH:28]1.C(=O)([O-])[O-].[K+].[K+], predict the reaction product. The product is: [NH2:1][C:2]([C:4]1[CH:5]=[C:6]([C:29]2[CH:30]=[CH:31][S:27][CH:28]=2)[CH:7]=[C:8]2[C:12]=1[NH:11][N:10]=[C:9]2[CH:13]1[CH2:18][CH2:17][N:16]([C:19]([O:21][C:22]([CH3:25])([CH3:24])[CH3:23])=[O:20])[CH2:15][CH2:14]1)=[O:3].